The task is: Predict the reactants needed to synthesize the given product.. This data is from Full USPTO retrosynthesis dataset with 1.9M reactions from patents (1976-2016). (1) Given the product [CH2:13]([O:15][C:16]([CH:18]1[CH2:19][CH2:20][N:5]([C:4]2[C:3]3[C:2](=[CH:9][CH:8]=[C:7]([N+:10]([O-:12])=[O:11])[CH:6]=3)[N:1]=[C:50]([N:36]3[C:37]4[C:42](=[CH:41][C:40]([Cl:43])=[CH:39][CH:38]=4)[C:34]([C:32](=[O:33])[CH2:31][CH2:30][C:29]([OH:28])=[O:44])=[CH:35]3)[N:51]=2)[CH2:22][CH2:23]1)=[O:17])[CH3:14], predict the reactants needed to synthesize it. The reactants are: [NH2:1][C:2]1[CH:9]=[CH:8][C:7]([N+:10]([O-:12])=[O:11])=[CH:6][C:3]=1[C:4]#[N:5].[CH2:13]([O:15][C:16]([CH:18]1[CH2:23][CH2:22]N[CH2:20][CH2:19]1)=[O:17])[CH3:14].C[Si](C)(C)CC[O:28][C:29](=[O:44])[CH2:30][CH2:31][C:32]([C:34]1[C:42]2[C:37](=[CH:38][CH:39]=[C:40]([Cl:43])[CH:41]=2)[NH:36][CH:35]=1)=[O:33].CCC[CH2:50][N+:51](CCCC)(CCCC)CCCC.[F-].Cl. (2) Given the product [C:1]([C:3]1[CH:4]=[CH:5][C:6]([O:13][C:14]2[CH:19]=[C:18]([CH3:20])[CH:17]=[CH:16][C:15]=2[CH3:21])=[C:7]([S:9]([N:25]2[CH2:24][CH2:23][N:22]([C:28]([O:30][C:31]([CH3:34])([CH3:33])[CH3:32])=[O:29])[CH2:27][CH2:26]2)(=[O:11])=[O:10])[CH:8]=1)#[N:2], predict the reactants needed to synthesize it. The reactants are: [C:1]([C:3]1[CH:4]=[CH:5][C:6]([O:13][C:14]2[CH:19]=[C:18]([CH3:20])[CH:17]=[CH:16][C:15]=2[CH3:21])=[C:7]([S:9](Cl)(=[O:11])=[O:10])[CH:8]=1)#[N:2].[N:22]1([C:28]([O:30][C:31]([CH3:34])([CH3:33])[CH3:32])=[O:29])[CH2:27][CH2:26][NH:25][CH2:24][CH2:23]1.CCOC(C)=O. (3) The reactants are: [OH:1][C:2]1[CH:7]=[CH:6][CH:5]=[CH:4][C:3]=1[C:8](=[O:10])[CH3:9].O[CH:12]([C:35]1[CH:40]=[CH:39][CH:38]=[CH:37][CH:36]=1)[CH2:13][CH2:14][CH2:15][CH2:16][N:17]1[CH2:22][CH2:21][CH:20]([C:23]2[CH:24]=[C:25]([NH:29][C:30](=[O:34])[CH:31]([CH3:33])[CH3:32])[CH:26]=[CH:27][CH:28]=2)[CH2:19][CH2:18]1. Given the product [C:8]([C:3]1[CH:4]=[CH:5][CH:6]=[CH:7][C:2]=1[O:1][CH:12]([C:35]1[CH:36]=[CH:37][CH:38]=[CH:39][CH:40]=1)[CH2:13][CH2:14][CH2:15][CH2:16][N:17]1[CH2:22][CH2:21][CH:20]([C:23]2[CH:24]=[C:25]([NH:29][C:30](=[O:34])[CH:31]([CH3:33])[CH3:32])[CH:26]=[CH:27][CH:28]=2)[CH2:19][CH2:18]1)(=[O:10])[CH3:9], predict the reactants needed to synthesize it. (4) Given the product [CH2:1]([O:8][C:9]1[CH:10]=[C:11]2[C:15](=[CH:16][CH:17]=1)[NH:14][CH2:13][CH2:12]2)[C:2]1[CH:3]=[CH:4][CH:5]=[CH:6][CH:7]=1, predict the reactants needed to synthesize it. The reactants are: [CH2:1]([O:8][C:9]1[CH:10]=[C:11]2[C:15](=[CH:16][CH:17]=1)[NH:14][CH:13]=[CH:12]2)[C:2]1[CH:7]=[CH:6][CH:5]=[CH:4][CH:3]=1.C([BH3-])#N.[Na+].[OH-].[Na+]. (5) Given the product [F:19][C:17]1[CH:16]=[C:15]([F:20])[CH:14]=[C:13]2[C:18]=1[C:9]([NH:8][C:7]1[C:2]([C:41]3[CH:42]=[CH:43][C:38]([S:35]([CH3:34])(=[O:37])=[O:36])=[CH:39][CH:40]=3)=[N:3][CH:4]=[C:5]([N:28]3[CH2:33][CH2:32][O:31][CH2:30][CH2:29]3)[CH:6]=1)=[C:10]([CH3:27])[C:11]([C:21]1[CH:26]=[CH:25][CH:24]=[CH:23][N:22]=1)=[N:12]2, predict the reactants needed to synthesize it. The reactants are: Cl[C:2]1[C:7]([NH:8][C:9]2[C:18]3[C:13](=[CH:14][C:15]([F:20])=[CH:16][C:17]=3[F:19])[N:12]=[C:11]([C:21]3[CH:26]=[CH:25][CH:24]=[CH:23][N:22]=3)[C:10]=2[CH3:27])=[CH:6][C:5]([N:28]2[CH2:33][CH2:32][O:31][CH2:30][CH2:29]2)=[CH:4][N:3]=1.[CH3:34][S:35]([C:38]1[CH:43]=[CH:42][C:41](B(O)O)=[CH:40][CH:39]=1)(=[O:37])=[O:36].C1(P(C2CCCCC2)C2CCCCC2)CCCCC1.[O-]P([O-])([O-])=O.[K+].[K+].[K+].